Task: Binary classification across 12 toxicity assays.. Dataset: Tox21: 12 toxicity assays (nuclear receptors and stress response pathways) (1) The compound is CC/C(=C(/CC)c1ccc(OP(=O)(O)O)cc1)c1ccc(OP(=O)(O)O)cc1. It tested positive (active) for: NR-ER (Estrogen Receptor agonist activity), and NR-ER-LBD (Estrogen Receptor Ligand Binding Domain agonist). (2) The molecule is Nc1ccc(S(=O)(=O)Nc2cnc3ccccc3n2)cc1. It tested positive (active) for: NR-AR (Androgen Receptor agonist activity). (3) The molecule is CNc1ncnc2[nH]cnc12. It tested positive (active) for: SR-ARE (Antioxidant Response Element (oxidative stress)), SR-ATAD5 (ATAD5 genotoxicity (DNA damage)), and SR-MMP (Mitochondrial Membrane Potential disruption). (4) The drug is N[C@H]1[C@@H]2CN(c3nc4c(cc3F)c(=O)c(C(=O)O)cn4-c3ccc(F)cc3F)C[C@H]12. It tested positive (active) for: NR-AR-LBD (Androgen Receptor Ligand Binding Domain agonist), NR-Aromatase (Aromatase enzyme inhibition), NR-PPAR-gamma (PPAR-gamma nuclear receptor agonist), SR-ARE (Antioxidant Response Element (oxidative stress)), and SR-p53 (p53 tumor suppressor activation). (5) The compound is O=C(NC(=O)c1c(F)cccc1F)Nc1cc(Cl)c(OC(F)(F)C(F)C(F)(F)F)cc1Cl. It tested positive (active) for: SR-MMP (Mitochondrial Membrane Potential disruption). (6) The compound is NC(=O)c1cc[n+](CC2=C(C(=O)[O-])N3C(=O)[C@@H](NC(=O)Cc4cccs4)[C@H]3SC2)cc1. It tested positive (active) for: SR-ARE (Antioxidant Response Element (oxidative stress)). (7) The molecule is CCCCCCCCS(=O)C(C)Cc1ccc2c(c1)OCO2. It tested positive (active) for: NR-AhR (Aryl hydrocarbon Receptor agonist activity), and SR-ARE (Antioxidant Response Element (oxidative stress)).